Dataset: Cav3 T-type calcium channel HTS with 100,875 compounds. Task: Binary Classification. Given a drug SMILES string, predict its activity (active/inactive) in a high-throughput screening assay against a specified biological target. (1) The compound is S(=O)(=O)(N(C)C)c1cc(C(=O)Nc2n(nc(c2)C)c2ncccc2)ccc1. The result is 0 (inactive). (2) The drug is S(c1n(CC2OCCC2)c(nn1)c1ccncc1)CC(=O)Nc1sccn1. The result is 0 (inactive). (3) The compound is O1C(CN(C(c2n(nnn2)C(C)(C)C)c2cc3c([nH]c2=O)ccc(OC)c3)Cc2occc2)CCC1. The result is 0 (inactive).